Dataset: Tox21: 12 toxicity assays (nuclear receptors and stress response pathways). Task: Binary classification across 12 toxicity assays. (1) The drug is C[Si](Cn1cncn1)(c1ccc(F)cc1)c1ccc(F)cc1. It tested positive (active) for: NR-Aromatase (Aromatase enzyme inhibition), and SR-MMP (Mitochondrial Membrane Potential disruption). (2) The drug is CCCOCC(C)O. It tested positive (active) for: NR-AR (Androgen Receptor agonist activity). (3) The compound is O=C(O)COCCN1CCN(C(c2ccccc2)c2ccc(Cl)cc2)CC1. It tested positive (active) for: SR-ARE (Antioxidant Response Element (oxidative stress)). (4) The drug is COC(=O)[C@H](Cc1ccccc1)NC(=O)[C@@H](N)CC(=O)O. It tested positive (active) for: NR-AhR (Aryl hydrocarbon Receptor agonist activity). (5) The molecule is COc1ccc(N)cc1N. It tested positive (active) for: NR-AhR (Aryl hydrocarbon Receptor agonist activity), SR-ARE (Antioxidant Response Element (oxidative stress)), SR-HSE (Heat Shock Element response), SR-MMP (Mitochondrial Membrane Potential disruption), and SR-p53 (p53 tumor suppressor activation). (6) The compound is Cc1nc2ccc(Cl)cc2[nH]1. It tested positive (active) for: NR-AhR (Aryl hydrocarbon Receptor agonist activity). (7) The molecule is CC1(C)C2CC[C@]3(C)[C@H](C(=O)C=C4[C@@H]5C[C@@](C)(C(=O)O)CC[C@]5(C)CC[C@]43C)[C@@]2(C)CC[C@@H]1O[C@H]1O[C@H](C(=O)[O-])[C@@H](O)[C@H](O)[C@H]1O[C@@H]1O[C@H](C(=O)O)[C@@H](O)[C@H](O)[C@H]1O. It tested positive (active) for: NR-ER (Estrogen Receptor agonist activity).